From a dataset of Forward reaction prediction with 1.9M reactions from USPTO patents (1976-2016). Predict the product of the given reaction. Given the reactants Br[C:2]1[N:3]=[C:4]2[C:10]([C:11]([NH:13][C:14]([CH3:17])([CH3:16])[CH3:15])=[O:12])=[CH:9][N:8]([CH2:18][O:19][CH2:20][CH2:21][Si:22]([CH3:25])([CH3:24])[CH3:23])[C:5]2=[N:6][CH:7]=1.[O:26]1[CH2:31][CH2:30][CH2:29][O:28][CH:27]1[CH2:32][CH2:33][N:34]1[C:42]2[C:37](=[CH:38][C:39]([O:43][CH:44]([F:46])[F:45])=[CH:40][CH:41]=2)[C:36]([Sn](CCCC)(CCCC)CCCC)=[N:35]1, predict the reaction product. The product is: [O:28]1[CH2:29][CH2:30][CH2:31][O:26][CH:27]1[CH2:32][CH2:33][N:34]1[C:42]2[C:37](=[CH:38][C:39]([O:43][CH:44]([F:46])[F:45])=[CH:40][CH:41]=2)[C:36]([C:2]2[N:3]=[C:4]3[C:10]([C:11]([NH:13][C:14]([CH3:17])([CH3:16])[CH3:15])=[O:12])=[CH:9][N:8]([CH2:18][O:19][CH2:20][CH2:21][Si:22]([CH3:25])([CH3:24])[CH3:23])[C:5]3=[N:6][CH:7]=2)=[N:35]1.